From a dataset of TCR-epitope binding with 47,182 pairs between 192 epitopes and 23,139 TCRs. Binary Classification. Given a T-cell receptor sequence (or CDR3 region) and an epitope sequence, predict whether binding occurs between them. (1) The epitope is KLPDDFTGCV. The TCR CDR3 sequence is CASTLESGVPYEQYF. Result: 0 (the TCR does not bind to the epitope). (2) The epitope is YVLDHLIVV. The TCR CDR3 sequence is CAGPQGRETQYF. Result: 1 (the TCR binds to the epitope).